Dataset: Peptide-MHC class II binding affinity with 134,281 pairs from IEDB. Task: Regression. Given a peptide amino acid sequence and an MHC pseudo amino acid sequence, predict their binding affinity value. This is MHC class II binding data. (1) The peptide sequence is GTWTYDGSVVA. The MHC is HLA-DQA10102-DQB10602 with pseudo-sequence HLA-DQA10102-DQB10602. The binding affinity (normalized) is 0.150. (2) The peptide sequence is KELLNRIQVDSSNPLSEKEK. The MHC is DRB1_1101 with pseudo-sequence DRB1_1101. The binding affinity (normalized) is 0.481. (3) The peptide sequence is PAEILRKSRRFAQALPVW. The MHC is DRB1_1501 with pseudo-sequence DRB1_1501. The binding affinity (normalized) is 0.428. (4) The peptide sequence is GWYRPPFSRVVHLYR. The MHC is HLA-DPA10201-DPB11401 with pseudo-sequence HLA-DPA10201-DPB11401. The binding affinity (normalized) is 0.611. (5) The peptide sequence is LKLREVYTQLCDHRL. The MHC is DRB1_0101 with pseudo-sequence DRB1_0101. The binding affinity (normalized) is 0.499. (6) The MHC is DRB1_0802 with pseudo-sequence DRB1_0802. The binding affinity (normalized) is 0.0547. The peptide sequence is PKGGAESSSKAALTS. (7) The peptide sequence is KGGRKPARLIVYPDLGSRVC. The MHC is DRB1_0301 with pseudo-sequence DRB1_0301. The binding affinity (normalized) is 0.741.